Dataset: Catalyst prediction with 721,799 reactions and 888 catalyst types from USPTO. Task: Predict which catalyst facilitates the given reaction. Reactant: [F:1][C:2]([F:10])([F:9])[C:3]1[NH:4][C:5]([NH2:8])=[N:6][N:7]=1.[C:11](OCC)(=[O:16])[CH2:12][C:13]([CH3:15])=O. Product: [CH3:15][C:13]1[CH:12]=[C:11]([OH:16])[N:6]2[N:7]=[C:3]([C:2]([F:10])([F:9])[F:1])[N:4]=[C:5]2[N:8]=1. The catalyst class is: 15.